Predict the product of the given reaction. From a dataset of Forward reaction prediction with 1.9M reactions from USPTO patents (1976-2016). Given the reactants [C:1]([O:5][C:6]([NH:8][C@H:9]([C:13]1[CH:18]=[CH:17][C:16]([O:19][CH2:20][CH2:21][N:22]2[CH2:27][CH2:26][CH2:25][CH2:24][CH2:23]2)=[CH:15][CH:14]=1)[C:10](O)=[O:11])=[O:7])([CH3:4])([CH3:3])[CH3:2].COC1C=CC([C@@H]2C(=O)[N:39]([C@@H:42]([C@H:55]([C:57]3[CH:62]=[CH:61][CH:60]=[CH:59][CH:58]=3)[CH3:56])[C:43]([NH:45][C:46]3[S:47][CH:48]=[C:49]([C:51](=[O:54])[CH2:52][CH3:53])[N:50]=3)=[O:44])C(=O)N2)=CC=1.Cl.CN(C)CCCN=C=NCC, predict the reaction product. The product is: [C:1]([O:5][C:6](=[O:7])[NH:8][C@@H:9]([C:10](=[O:11])[NH:39][C@H:42]([C:43](=[O:44])[NH:45][C:46]1[S:47][CH:48]=[C:49]([C:51](=[O:54])[CH2:52][CH3:53])[N:50]=1)[C@H:55]([C:57]1[CH:62]=[CH:61][CH:60]=[CH:59][CH:58]=1)[CH3:56])[C:13]1[CH:18]=[CH:17][C:16]([O:19][CH2:20][CH2:21][N:22]2[CH2:27][CH2:26][CH2:25][CH2:24][CH2:23]2)=[CH:15][CH:14]=1)([CH3:3])([CH3:4])[CH3:2].